From a dataset of Full USPTO retrosynthesis dataset with 1.9M reactions from patents (1976-2016). Predict the reactants needed to synthesize the given product. (1) Given the product [CH3:11][CH2:12][CH2:13][CH2:14][CH2:15][CH2:16][CH2:17][CH2:18][CH2:19][CH2:20][CH2:21][CH2:22][O:23][S:24]([O-:27])(=[O:26])=[O:25].[Na+:28].[CH:22](=[O:23])[CH2:21][CH2:20][CH2:6][CH:1]=[O:10], predict the reactants needed to synthesize it. The reactants are: [CH:1]([OH:10])([C:6](F)(F)F)C(F)(F)F.[CH3:11][CH2:12][CH2:13][CH2:14][CH2:15][CH2:16][CH2:17][CH2:18][CH2:19][CH2:20][CH2:21][CH2:22][O:23][S:24]([O-:27])(=[O:26])=[O:25].[Na+:28]. (2) Given the product [CH2:1]([C@@:5]1([CH2:37][CH3:38])[NH:11][C@H:10]([C:12]2[CH:13]=[CH:14][CH:15]=[CH:16][CH:17]=2)[C:9]2[CH:18]=[C:19]([O:33][CH3:34])[C:20]([CH2:22][NH:23][CH2:24][P:25](=[O:26])([OH:29])[OH:32])=[CH:21][C:8]=2[S:7](=[O:36])(=[O:35])[CH2:6]1)[CH2:2][CH2:3][CH3:4], predict the reactants needed to synthesize it. The reactants are: [CH2:1]([C@@:5]1([CH2:37][CH3:38])[NH:11][C@H:10]([C:12]2[CH:17]=[CH:16][CH:15]=[CH:14][CH:13]=2)[C:9]2[CH:18]=[C:19]([O:33][CH3:34])[C:20]([CH2:22][NH:23][CH2:24][P:25](=[O:32])([O:29]CC)[O:26]CC)=[CH:21][C:8]=2[S:7](=[O:36])(=[O:35])[CH2:6]1)[CH2:2][CH2:3][CH3:4].Br[Si](C)(C)C.